From a dataset of Full USPTO retrosynthesis dataset with 1.9M reactions from patents (1976-2016). Predict the reactants needed to synthesize the given product. (1) Given the product [O:15]=[C:14]1[C:13]2[C:8](=[CH:9][CH:10]=[CH:11][CH:12]=2)[C:7](=[O:16])[N:6]1[O:5][CH2:4][CH2:3][NH:2][S:18]([NH:21][C:22](=[O:28])[O:23][C:24]([CH3:26])([CH3:25])[CH3:27])(=[O:19])=[O:20], predict the reactants needed to synthesize it. The reactants are: Cl.[NH2:2][CH2:3][CH2:4][O:5][N:6]1[C:14](=[O:15])[C:13]2[C:8](=[CH:9][CH:10]=[CH:11][CH:12]=2)[C:7]1=[O:16].Cl[S:18]([NH:21][C:22](=[O:28])[O:23][C:24]([CH3:27])([CH3:26])[CH3:25])(=[O:20])=[O:19].C(N(CC)CC)C. (2) Given the product [CH2:4]1[C:5]2([CH2:9][CH2:8][CH2:7][O:6]2)[CH2:2][N:3]1[CH2:13][C:12]1[CH:15]=[CH:16][C:17]([O:19][CH:20]2[CH2:23][N:22]([C:24]([C:26]3[O:27][C:28]([C:31]4[CH:36]=[CH:35][CH:34]=[CH:33][CH:32]=4)=[N:29][N:30]=3)=[O:25])[CH2:21]2)=[CH:18][C:11]=1[CH3:10], predict the reactants needed to synthesize it. The reactants are: Cl.[CH2:2]1[C:5]2([CH2:9][CH2:8][CH2:7][O:6]2)[CH2:4][NH:3]1.[CH3:10][C:11]1[CH:18]=[C:17]([O:19][CH:20]2[CH2:23][N:22]([C:24]([C:26]3[O:27][C:28]([C:31]4[CH:36]=[CH:35][CH:34]=[CH:33][CH:32]=4)=[N:29][N:30]=3)=[O:25])[CH2:21]2)[CH:16]=[CH:15][C:12]=1[CH:13]=O.[Na].C([O-])(O)=O.[Na+].